From a dataset of Forward reaction prediction with 1.9M reactions from USPTO patents (1976-2016). Predict the product of the given reaction. (1) Given the reactants [F:1][C:2]1[CH:41]=[CH:40][CH:39]=[C:38]([F:42])[C:3]=1[CH2:4][N:5]1[C:10]2=[N:11][N:12]([C:18]3[CH:23]=[CH:22][C:21]([N+:24]([O-])=O)=[CH:20][CH:19]=3)[C:13]([CH2:14][N:15]([CH3:17])[CH3:16])=[C:9]2[C:8](=[O:27])[N:7]([C:28]2[CH:33]=[CH:32][CH:31]=[C:30]([O:34][CH3:35])[C:29]=2[F:36])[C:6]1=[O:37].Cl, predict the reaction product. The product is: [NH2:24][C:21]1[CH:22]=[CH:23][C:18]([N:12]2[C:13]([CH2:14][N:15]([CH3:16])[CH3:17])=[C:9]3[C:10]([N:5]([CH2:4][C:3]4[C:2]([F:1])=[CH:41][CH:40]=[CH:39][C:38]=4[F:42])[C:6](=[O:37])[N:7]([C:28]4[CH:33]=[CH:32][CH:31]=[C:30]([O:34][CH3:35])[C:29]=4[F:36])[C:8]3=[O:27])=[N:11]2)=[CH:19][CH:20]=1. (2) The product is: [CH3:1][O:2][C:3]1[C:4]([CH3:38])=[C:5]([C:29]([O:36][CH3:37])=[C:30]([O:34][CH3:35])[C:31]=1[O:32][CH3:33])[CH2:6][C:7]1[CH:8]=[CH:9][C:10]([OH:21])=[C:11]([CH:20]=1)[C:12]([N:14]1[CH2:15][CH2:16][CH2:17][CH2:18][CH2:19]1)=[O:13]. Given the reactants [CH3:1][O:2][C:3]1[C:4]([CH3:38])=[C:5]([C:29]([O:36][CH3:37])=[C:30]([O:34][CH3:35])[C:31]=1[O:32][CH3:33])[CH2:6][C:7]1[CH:8]=[CH:9][C:10]([O:21]CC2C=CC=CC=2)=[C:11]([CH:20]=1)[C:12]([N:14]1[CH2:19][CH2:18][CH2:17][CH2:16][CH2:15]1)=[O:13].[H][H], predict the reaction product. (3) Given the reactants [Br:1][C:2]1[CH:7]=[CH:6][C:5]([CH2:8][C:9]([OH:11])=O)=[C:4]([CH3:12])[CH:3]=1.C(Cl)(=O)C(Cl)=O.[CH2:19]([C@H:26]1[CH2:30][O:29][C:28](=[O:31])[NH:27]1)[C:20]1[CH:25]=[CH:24][CH:23]=[CH:22][CH:21]=1.C([Li])CCC.[Cl-].[NH4+], predict the reaction product. The product is: [CH2:19]([C@H:26]1[CH2:30][O:29][C:28](=[O:31])[N:27]1[C:9](=[O:11])[CH2:8][C:5]1[CH:6]=[CH:7][C:2]([Br:1])=[CH:3][C:4]=1[CH3:12])[C:20]1[CH:21]=[CH:22][CH:23]=[CH:24][CH:25]=1. (4) Given the reactants [H-].[Na+].[F:3][C:4]([F:16])([F:15])[O:5][C:6]1[CH:11]=[CH:10][C:9]([CH2:12][C:13]#[N:14])=[CH:8][CH:7]=1.Br[CH:18]([CH3:22])[CH:19](Br)[CH3:20], predict the reaction product. The product is: [F:3][C:4]([F:15])([F:16])[O:5][C:6]1[CH:7]=[CH:8][C:9]([C:12]2([C:13]#[N:14])[CH2:20][CH2:19][CH2:18][CH2:22]2)=[CH:10][CH:11]=1. (5) Given the reactants [C:1]1([S:7]([C:10]2[CH:15]=[CH:14][C:13]([CH3:16])=[CH:12][CH:11]=2)(=[O:9])=[O:8])[CH:6]=[CH:5][CH:4]=[CH:3][CH:2]=1.[OH-:17].[Na+].[O-][Mn](=O)(=O)=O.[K+].[OH2:25], predict the reaction product. The product is: [C:1]1([S:7]([C:10]2[CH:11]=[CH:12][C:13]([C:16]([OH:25])=[O:17])=[CH:14][CH:15]=2)(=[O:9])=[O:8])[CH:2]=[CH:3][CH:4]=[CH:5][CH:6]=1. (6) Given the reactants [Cl:1][C:2]1[C:3]([C:23]2[N:27]3[CH:28]=[CH:29][CH:30]=[C:31]([F:32])[C:26]3=[N:25][CH:24]=2)=[N:4][C:5]([NH:8][C:9]2[CH:14]=[CH:13][C:12]([CH:15]3[CH2:20][CH2:19][NH:18][CH2:17][CH2:16]3)=[CH:11][C:10]=2[O:21][CH3:22])=[N:6][CH:7]=1.ClC1C(C2N3C=CC=CC3=NC=2)=NC(NC2C=CC(C3CCNCC3)=CC=2OC)=NC=1.ClC1N=C(C2N3C=CC=C(F)C3=NC=2)C(Cl)=CN=1.C(=O)([O-])[O-].[Cs+].[Cs+].Cl[CH2:89][C:90]([N:92]([CH3:94])[CH3:93])=[O:91], predict the reaction product. The product is: [Cl:1][C:2]1[C:3]([C:23]2[N:27]3[CH:28]=[CH:29][CH:30]=[C:31]([F:32])[C:26]3=[N:25][CH:24]=2)=[N:4][C:5]([NH:8][C:9]2[CH:14]=[CH:13][C:12]([CH:15]3[CH2:20][CH2:19][N:18]([CH2:89][C:90]([N:92]([CH3:94])[CH3:93])=[O:91])[CH2:17][CH2:16]3)=[CH:11][C:10]=2[O:21][CH3:22])=[N:6][CH:7]=1.